Dataset: hERG Central: cardiac toxicity at 1µM, 10µM, and general inhibition. Task: Predict hERG channel inhibition at various concentrations. (1) The molecule is CCOC(=O)N1CCN(C(=O)COc2cccc3c2CCN(Cc2ccc(F)cc2)C3=O)CC1. Results: hERG_inhib (hERG inhibition (general)): blocker. (2) The molecule is Cc1ccc(S(=O)(=O)N(CC(=O)NCc2ccco2)Cc2ccc(F)cc2)cc1. Results: hERG_inhib (hERG inhibition (general)): blocker.